This data is from Forward reaction prediction with 1.9M reactions from USPTO patents (1976-2016). The task is: Predict the product of the given reaction. (1) Given the reactants [CH2:1]([O:8][CH:9]([CH2:12][CH:13]=[CH2:14])[CH2:10][OH:11])[C:2]1[CH:7]=[CH:6][CH:5]=[CH:4][CH:3]=1.[CH3:15][C:16]1([CH:19]=[CH2:20])[CH2:18][O:17]1, predict the reaction product. The product is: [CH2:1]([O:8][CH:9]([CH2:12][CH:13]=[CH2:14])[CH2:10][O:11][C@:16]([CH3:15])([CH:19]=[CH2:20])[CH2:18][OH:17])[C:2]1[CH:7]=[CH:6][CH:5]=[CH:4][CH:3]=1. (2) Given the reactants O[CH2:2][C:3]1[CH:4]=[C:5]2[C:10](=[C:11]([C:13]([NH2:15])=[O:14])[CH:12]=1)[N:9]=[CH:8][N:7]=[C:6]2[NH:16][CH2:17][C:18]1[CH:23]=[CH:22][CH:21]=[C:20]([NH:24][C:25](=[O:34])[C:26]2[CH:31]=[CH:30][C:29]([O:32][CH3:33])=[CH:28][CH:27]=2)[CH:19]=1.CS(Cl)(=O)=O.[CH3:40][NH2:41], predict the reaction product. The product is: [CH3:33][O:32][C:29]1[CH:30]=[CH:31][C:26]([C:25]([NH:24][C:20]2[CH:19]=[C:18]([CH:23]=[CH:22][CH:21]=2)[CH2:17][NH:16][C:6]2[C:5]3[C:10](=[C:11]([C:13]([NH2:15])=[O:14])[CH:12]=[C:3]([CH2:2][NH:41][CH3:40])[CH:4]=3)[N:9]=[CH:8][N:7]=2)=[O:34])=[CH:27][CH:28]=1. (3) Given the reactants [CH2:1]([CH:3]([C:6]1[C:7]2[N:8]([CH:14]=C(C)C=2)[N:9]=C(OC)[CH:11]=1)[CH2:4][CH3:5])[CH3:2].Br[C:19]1[S:23][C:22]([C:24]2[N:28]([CH3:29])[N:27]=[CH:26][N:25]=2)=[CH:21][C:20]=1[Cl:30].[CH3:31][C:32]([O-])=O.[K+].[N:36]#N.CCO[C:41]([CH3:43])=O, predict the reaction product. The product is: [Cl:30][C:20]1[CH:21]=[C:22]([C:24]2[N:28]([CH3:29])[N:27]=[CH:26][N:25]=2)[S:23][C:19]=1[C:14]1[N:8]2[N:9]=[C:41]([CH3:43])[CH:11]=[C:6]([CH:3]([CH2:4][CH3:5])[CH2:1][CH3:2])[C:7]2=[N:36][C:32]=1[CH3:31]. (4) Given the reactants [Cl:1][C:2]1[CH:7]=[CH:6][C:5](/[CH:8]=[CH:9]/[C:10]([OH:12])=O)=[C:4]([CH2:13][C:14]2[O:18][N:17]=[C:16]([CH3:19])[N:15]=2)[CH:3]=1.[CH3:20][C:21]1[O:22][C:23]([CH2:26][CH:27]2[CH2:32][CH2:31][NH:30][CH2:29][CH2:28]2)=[N:24][N:25]=1.CCN(C(C)C)C(C)C.C(P1(=O)OP(CCC)(=O)OP(CCC)(=O)O1)CC, predict the reaction product. The product is: [Cl:1][C:2]1[CH:7]=[CH:6][C:5](/[CH:8]=[CH:9]/[C:10]([N:30]2[CH2:31][CH2:32][CH:27]([CH2:26][C:23]3[O:22][C:21]([CH3:20])=[N:25][N:24]=3)[CH2:28][CH2:29]2)=[O:12])=[C:4]([CH2:13][C:14]2[O:18][N:17]=[C:16]([CH3:19])[N:15]=2)[CH:3]=1.